From a dataset of Peptide-MHC class I binding affinity with 185,985 pairs from IEDB/IMGT. Regression. Given a peptide amino acid sequence and an MHC pseudo amino acid sequence, predict their binding affinity value. This is MHC class I binding data. (1) The peptide sequence is AENLWVTVY. The MHC is HLA-A31:01 with pseudo-sequence HLA-A31:01. The binding affinity (normalized) is 0. (2) The peptide sequence is NGVVTTSGTY. The MHC is HLA-A30:02 with pseudo-sequence HLA-A30:02. The binding affinity (normalized) is 0.395.